This data is from Peptide-MHC class I binding affinity with 185,985 pairs from IEDB/IMGT. The task is: Regression. Given a peptide amino acid sequence and an MHC pseudo amino acid sequence, predict their binding affinity value. This is MHC class I binding data. (1) The peptide sequence is NSESGNSRY. The MHC is HLA-B15:17 with pseudo-sequence HLA-B15:17. The binding affinity (normalized) is 0.0847. (2) The MHC is HLA-B58:01 with pseudo-sequence HLA-B58:01. The binding affinity (normalized) is 0.0847. The peptide sequence is NSSYWRQGY.